This data is from Reaction yield outcomes from USPTO patents with 853,638 reactions. The task is: Predict the reaction yield, written as a fraction of the theoretical maximum amount of product (1.0 means a 100% yield; for example, 0.34 means a 34% yield). (1) The reactants are Cl[C:2]1[N:7]=[C:6]([NH:8][C:9]2[N:10]=[C:11]3[CH:16]=[CH:15][C:14]([O:17][C:18]4[CH:19]=[C:20]([NH:24][C:25](=[O:36])[C:26]5[CH:31]=[CH:30][CH:29]=[C:28]([C:32]([F:35])([F:34])[F:33])[CH:27]=5)[CH:21]=[CH:22][CH:23]=4)=[N:13][N:12]3[CH:37]=2)[CH:5]=[CH:4][N:3]=1.[CH3:38][NH2:39].O1CCCC1.C(O)C. The catalyst is C(OCC)(=O)C. The product is [CH3:38][NH:39][C:2]1[N:7]=[C:6]([NH:8][C:9]2[N:10]=[C:11]3[CH:16]=[CH:15][C:14]([O:17][C:18]4[CH:19]=[C:20]([NH:24][C:25](=[O:36])[C:26]5[CH:31]=[CH:30][CH:29]=[C:28]([C:32]([F:34])([F:35])[F:33])[CH:27]=5)[CH:21]=[CH:22][CH:23]=4)=[N:13][N:12]3[CH:37]=2)[CH:5]=[CH:4][N:3]=1. The yield is 0.500. (2) The reactants are [Cl:1][C:2]1[CH:7]=[CH:6][CH:5]=[CH:4][C:3]=1I.C([Mg]Cl)(C)C.[Br:14][C:15]1[C:16]([F:23])=[C:17]([CH:20]=[CH:21][CH:22]=1)[CH:18]=[O:19]. The catalyst is O1CCCC1. The product is [Br:14][C:15]1[C:16]([F:23])=[C:17]([CH:18]([C:3]2[CH:4]=[CH:5][CH:6]=[CH:7][C:2]=2[Cl:1])[OH:19])[CH:20]=[CH:21][CH:22]=1. The yield is 0.960. (3) The reactants are C(OC([N:8]([C:13]1[CH:51]=[CH:50][C:16]([C:17]([NH:19][CH2:20][C:21]([O:23][C@H:24]([C:35]2[CH:40]=[CH:39][C:38]([O:41][CH:42]([F:44])[F:43])=[C:37]([O:45][CH2:46][CH:47]3[CH2:49][CH2:48]3)[CH:36]=2)[CH2:25][C:26]2[C:31]([Cl:32])=[CH:30][N+:29]([O-:33])=[CH:28][C:27]=2[Cl:34])=[O:22])=[O:18])=[CH:15][C:14]=1[O:52][CH2:53][CH:54]1[CH2:56][CH2:55]1)[S:9]([CH3:12])(=[O:11])=[O:10])=O)(C)(C)C. The catalyst is Cl.CCOC(C)=O. The product is [Cl:34][C:27]1[CH:28]=[N+:29]([O-:33])[CH:30]=[C:31]([Cl:32])[C:26]=1[CH2:25][C@@H:24]([C:35]1[CH:40]=[CH:39][C:38]([O:41][CH:42]([F:43])[F:44])=[C:37]([O:45][CH2:46][CH:47]2[CH2:49][CH2:48]2)[CH:36]=1)[O:23][C:21](=[O:22])[CH2:20][NH:19][C:17](=[O:18])[C:16]1[CH:50]=[CH:51][C:13]([NH:8][S:9]([CH3:12])(=[O:11])=[O:10])=[C:14]([O:52][CH2:53][CH:54]2[CH2:55][CH2:56]2)[CH:15]=1. The yield is 0.0800. (4) The reactants are [CH3:1][O:2][C:3]1[CH:4]=[C:5]2[C:10](=[CH:11][C:12]=1[O:13][CH3:14])[N:9]=[CH:8][N:7]=[C:6]2[O:15][C:16]1[CH:22]=[CH:21][C:19]([NH2:20])=[CH:18][CH:17]=1.C1(C)C=CC=CC=1.C(N(CC)CC)C.ClC(Cl)(O[C:41](=[O:47])[O:42][C:43](Cl)(Cl)Cl)Cl.[CH3:49][O:50][C:51]1[CH:52]=[C:53]([CH:59]=[CH:60][CH:61]=1)[O:54][CH2:55][CH2:56]CO. The catalyst is C(Cl)Cl. The product is [CH3:1][O:2][C:3]1[CH:4]=[C:5]2[C:10](=[CH:11][C:12]=1[O:13][CH3:14])[N:9]=[CH:8][N:7]=[C:6]2[O:15][C:16]1[CH:22]=[CH:21][C:19]([NH:20][C:41](=[O:47])[O:42][CH2:43][CH2:56][CH2:55][O:54][C:53]2[CH:59]=[CH:60][CH:61]=[C:51]([O:50][CH3:49])[CH:52]=2)=[CH:18][CH:17]=1. The yield is 0.650. (5) The reactants are [Cl:1][C:2]1[CH:3]=[CH:4][C:5]2[N:6]([C:8](I)=[CH:9][N:10]=2)[N:7]=1.C([O-])([O-])=O.[Na+].[Na+].[C:18]([C:20]1[CH:25]=[CH:24][C:23](B(O)O)=[CH:22][CH:21]=1)#[N:19]. The catalyst is CN(C=O)C.O.C1C=CC([P]([Pd]([P](C2C=CC=CC=2)(C2C=CC=CC=2)C2C=CC=CC=2)([P](C2C=CC=CC=2)(C2C=CC=CC=2)C2C=CC=CC=2)[P](C2C=CC=CC=2)(C2C=CC=CC=2)C2C=CC=CC=2)(C2C=CC=CC=2)C2C=CC=CC=2)=CC=1. The product is [Cl:1][C:2]1[CH:3]=[CH:4][C:5]2[N:6]([C:8]([C:23]3[CH:24]=[CH:25][C:20]([C:18]#[N:19])=[CH:21][CH:22]=3)=[CH:9][N:10]=2)[N:7]=1. The yield is 0.980. (6) The reactants are [Br:1][C:2]1[S:3][C:4]([C:12]([C:14]2[CH:22]=[C:21]3[C:17]([CH:18]=[C:19]([C:23]4[CH:28]=[CH:27][CH:26]=[CH:25][CH:24]=4)[NH:20]3)=[CH:16][CH:15]=2)=[O:13])=[CH:5][C:6]=1[CH2:7][C:8]([O:10][CH3:11])=[O:9].Br[CH2:30][CH2:31][CH2:32][CH2:33][N:34]1[C:38](=[O:39])[C:37]2=[CH:40][CH:41]=[CH:42][CH:43]=[C:36]2[C:35]1=[O:44]. The catalyst is CC#N. The product is [Br:1][C:2]1[S:3][C:4]([C:12]([C:14]2[CH:22]=[C:21]3[C:17]([CH:18]=[C:19]([C:23]4[CH:28]=[CH:27][CH:26]=[CH:25][CH:24]=4)[N:20]3[CH2:30][CH2:31][CH2:32][CH2:33][N:34]3[C:38](=[O:39])[C:37]4[C:36](=[CH:43][CH:42]=[CH:41][CH:40]=4)[C:35]3=[O:44])=[CH:16][CH:15]=2)=[O:13])=[CH:5][C:6]=1[CH2:7][C:8]([O:10][CH3:11])=[O:9]. The yield is 0.430. (7) The reactants are [F:1][C:2]1[CH:21]=[C:20]([N+:22]([O-])=O)[CH:19]=[CH:18][C:3]=1[C:4]([NH:6][CH2:7][C:8]([O:10]CC1C=CC=CC=1)=[O:9])=[O:5]. The catalyst is CCOC(C)=O.[Pd]. The product is [NH2:22][C:20]1[CH:19]=[CH:18][C:3]([C:4]([NH:6][CH2:7][C:8]([OH:10])=[O:9])=[O:5])=[C:2]([F:1])[CH:21]=1. The yield is 0.790. (8) The reactants are [C:1]([O-:4])([O-])=O.[K+].[K+].CI.[Br:9][C:10]1[CH:19]=[C:18]2[C:13]([CH2:14][CH2:15][CH2:16][C:17]32[C:23](=[O:24])[NH:22][C:21](=O)[NH:20]3)=[CH:12][CH:11]=1. The catalyst is CN(C=O)C. The product is [Br:9][C:10]1[CH:19]=[C:18]2[C:13]([CH2:14][CH2:15][CH2:16][C:17]32[C:23](=[O:24])[N:22]([CH3:21])[C:1](=[O:4])[NH:20]3)=[CH:12][CH:11]=1. The yield is 0.980. (9) The reactants are CN(C(ON1N=NC2C=CC=NC1=2)=[N+](C)C)C.F[P-](F)(F)(F)(F)F.[F:25][C:26]([F:44])([F:43])[C:27]1[CH:32]=[CH:31][CH:30]=[CH:29][C:28]=1[C:33]1[CH:34]=[CH:35][C:36]2[N:37]([C:39]([NH2:42])=[CH:40][N:41]=2)[N:38]=1.[CH3:45][C:46]1([CH3:62])[O:50][C@H:49]([CH2:51][O:52][C:53]2[N:58]=[C:57]([C:59](O)=[O:60])[CH:56]=[N:55][CH:54]=2)[CH2:48][O:47]1.C(N(CC)C(C)C)(C)C. The catalyst is CC(N(C)C)=O.O. The product is [CH3:45][C:46]1([CH3:62])[O:50][C@H:49]([CH2:51][O:52][C:53]2[N:58]=[C:57]([C:59]([NH:42][C:39]3[N:37]4[N:38]=[C:33]([C:28]5[CH:29]=[CH:30][CH:31]=[CH:32][C:27]=5[C:26]([F:25])([F:43])[F:44])[CH:34]=[CH:35][C:36]4=[N:41][CH:40]=3)=[O:60])[CH:56]=[N:55][CH:54]=2)[CH2:48][O:47]1. The yield is 0.670. (10) The reactants are [F:1][C:2]1[CH:27]=[CH:26][C:25]([F:28])=[CH:24][C:3]=1[CH2:4][N:5]1[CH2:10][CH2:9][NH:8][C:7]2[N:11]=[CH:12][C:13]([C:15]3[CH:23]=[CH:22][C:18]([C:19]([OH:21])=O)=[CH:17][CH:16]=3)=[CH:14][C:6]1=2.[NH:29]1[CH2:34][CH2:33][O:32][CH2:31][CH2:30]1. No catalyst specified. The product is [F:1][C:2]1[CH:27]=[CH:26][C:25]([F:28])=[CH:24][C:3]=1[CH2:4][N:5]1[CH2:10][CH2:9][NH:8][C:7]2[N:11]=[CH:12][C:13]([C:15]3[CH:16]=[CH:17][C:18]([C:19]([N:29]4[CH2:34][CH2:33][O:32][CH2:31][CH2:30]4)=[O:21])=[CH:22][CH:23]=3)=[CH:14][C:6]1=2. The yield is 0.590.